Task: Predict the product of the given reaction.. Dataset: Forward reaction prediction with 1.9M reactions from USPTO patents (1976-2016) (1) Given the reactants [NH:1]([C:13]([O:15][C:16]([CH3:19])([CH3:18])[CH3:17])=[O:14])[C@H:2]([C:9]([O:11][CH3:12])=[O:10])[CH2:3][CH2:4][C:5](=[O:8])[O:6][CH3:7].[Li+].C[Si]([N-][Si](C)(C)C)(C)C.Br[CH2:31][C:32]#[N:33], predict the reaction product. The product is: [C:16]([O:15][C:13]([NH:1][C@@H:2]([CH2:3][CH:4]([CH2:31][C:32]#[N:33])[C:5]([O:6][CH3:7])=[O:8])[C:9]([O:11][CH3:12])=[O:10])=[O:14])([CH3:19])([CH3:18])[CH3:17]. (2) Given the reactants Br[CH2:2][C:3]([OH:5])=[O:4].[C:6]([NH:13][CH2:14][CH2:15][OH:16])([O:8][C:9]([CH3:12])([CH3:11])[CH3:10])=[O:7].[H-].[Na+], predict the reaction product. The product is: [C:9]([O:8][C:6]([NH:13][CH2:14][CH2:15][O:16][CH2:2][C:3]([OH:5])=[O:4])=[O:7])([CH3:12])([CH3:11])[CH3:10]. (3) Given the reactants [C:1]([NH2:5])([CH3:4])([CH3:3])[CH3:2].Cl[C:7]1[N:14]=[C:13]([C:15]([F:18])([F:17])[F:16])[CH:12]=[CH:11][C:8]=1[C:9]#[N:10].C(O)C, predict the reaction product. The product is: [C:1]([NH:5][C:7]1[N:14]=[C:13]([C:15]([F:18])([F:16])[F:17])[CH:12]=[CH:11][C:8]=1[C:9]#[N:10])([CH3:4])([CH3:3])[CH3:2]. (4) Given the reactants [C:1]1([N:7]=[C:8]=[O:9])[CH:6]=[CH:5][CH:4]=[CH:3][CH:2]=1.[Cl:10][C:11]1[CH:12]=[CH:13][CH:14]=[C:15]2[C:20]=1[N:19]=[N:18][C:17]([C:21]1[CH:26]=[CH:25][CH:24]=[CH:23][CH:22]=1)=[C:16]2[C:27]1[CH:28]=[C:29]([NH2:33])[CH:30]=[CH:31][CH:32]=1, predict the reaction product. The product is: [Cl:10][C:11]1[CH:12]=[CH:13][CH:14]=[C:15]2[C:20]=1[N:19]=[N:18][C:17]([C:21]1[CH:22]=[CH:23][CH:24]=[CH:25][CH:26]=1)=[C:16]2[C:27]1[CH:28]=[C:29]([NH:33][C:8]([NH:7][C:1]2[CH:6]=[CH:5][CH:4]=[CH:3][CH:2]=2)=[O:9])[CH:30]=[CH:31][CH:32]=1. (5) Given the reactants [NH2:1][C:2]1[C:11]2[C:6](=[CH:7][CH:8]=[CH:9][CH:10]=2)[N:5]=[C:4]([CH3:12])[CH:3]=1.[Cl:13][CH2:14][CH2:15][CH2:16][N:17]=[C:18]=[O:19].ClCCNC(NC1C2C(=CC=CC=2)N=C(C)C=1)=O.C(C1(O)CCN(CCCNC(NC2C3C(=CC=CC=3)N=C(C)C=2)=O)CC1)C1C=CC=CC=1, predict the reaction product. The product is: [Cl:13][CH2:14][CH2:15][CH2:16][NH:17][C:18]([NH:1][C:2]1[C:11]2[C:6](=[CH:7][CH:8]=[CH:9][CH:10]=2)[N:5]=[C:4]([CH3:12])[CH:3]=1)=[O:19]. (6) Given the reactants Br[C:2]1[CH:7]=[CH:6][CH:5]=[C:4]([C:8]2[O:12][CH:11]=[N:10][CH:9]=2)[N:3]=1.[NH2:13][C:14]1[CH:19]=[C:18]([CH3:20])[CH:17]=[CH:16][N:15]=1.CC([O-])(C)C.[Na+].C1(C)C=CC=CC=1, predict the reaction product. The product is: [CH3:20][C:18]1[CH:17]=[CH:16][N:15]=[C:14]([NH:13][C:2]2[CH:7]=[CH:6][CH:5]=[C:4]([C:8]3[O:12][CH:11]=[N:10][CH:9]=3)[N:3]=2)[CH:19]=1. (7) Given the reactants Br[C:2]1[CH:12]=[CH:11][C:5]([C:6]([O:8]CC)=[O:7])=[CH:4][CH:3]=1.[CH3:13][C:14]1[CH:19]=[CH:18][C:17](B(O)O)=[CH:16][CH:15]=1.C([O-])([O-])=O.[Na+].[Na+].[OH-].[Na+], predict the reaction product. The product is: [CH3:13][C:14]1[CH:19]=[CH:18][C:17]([C:2]2[CH:3]=[CH:4][C:5]([C:6]([OH:8])=[O:7])=[CH:11][CH:12]=2)=[CH:16][CH:15]=1. (8) Given the reactants [Br:1][C:2]1[CH:9]=[CH:8][C:5](C=O)=[C:4]([O:10][CH3:11])[CH:3]=1.CO[CH:14]([O:17][CH3:18])[O:15][CH3:16].C1(C)C=CC(S(O)(=O)=O)=CC=1.C(=O)([O-])[O-].[K+].[K+], predict the reaction product. The product is: [CH3:18][O:17][CH:14]([O:15][CH3:16])[C:5]1[CH:8]=[CH:9][C:2]([Br:1])=[CH:3][C:4]=1[O:10][CH3:11].